This data is from Reaction yield outcomes from USPTO patents with 853,638 reactions. The task is: Predict the reaction yield, written as a fraction of the theoretical maximum amount of product (1.0 means a 100% yield; for example, 0.34 means a 34% yield). (1) The reactants are CCN=C=NCCCN(C)C.[N:12]1[C:21]2[C:16](=[CH:17][CH:18]=[CH:19][C:20]=2[C:22]([OH:24])=O)[CH:15]=[CH:14][CH:13]=1.C1C=CC2N(O)N=NC=2C=1.[F:35][C:36]1[CH:37]=[C:38]([CH:40]=[CH:41][C:42]=1[O:43][C:44]1[C:53]2[C:48](=[CH:49][C:50]([O:56][CH2:57][CH2:58][CH2:59][N:60]3[CH2:65][CH2:64][O:63][CH2:62][CH2:61]3)=[C:51]([O:54][CH3:55])[CH:52]=2)[N:47]=[CH:46][CH:45]=1)[NH2:39].CCN(CC)CC. The catalyst is CN(C=O)C.CCOC(C)=O. The product is [F:35][C:36]1[CH:37]=[C:38]([NH:39][C:22]([C:20]2[CH:19]=[CH:18][CH:17]=[C:16]3[C:21]=2[N:12]=[CH:13][CH:14]=[CH:15]3)=[O:24])[CH:40]=[CH:41][C:42]=1[O:43][C:44]1[C:53]2[C:48](=[CH:49][C:50]([O:56][CH2:57][CH2:58][CH2:59][N:60]3[CH2:65][CH2:64][O:63][CH2:62][CH2:61]3)=[C:51]([O:54][CH3:55])[CH:52]=2)[N:47]=[CH:46][CH:45]=1. The yield is 0.700. (2) The reactants are [N+:1]([C:4]1[CH:13]=[CH:12][C:7]([O:8][CH2:9][CH2:10][OH:11])=[CH:6][CH:5]=1)([O-])=O. The catalyst is CO.[Pd]. The product is [NH2:1][C:4]1[CH:5]=[CH:6][C:7]([O:8][CH2:9][CH2:10][OH:11])=[CH:12][CH:13]=1. The yield is 0.960. (3) The reactants are [CH3:1][C:2]([CH3:6])=[CH:3][CH2:4][OH:5].F[C:8]1[CH:9]=[C:10]([CH3:17])[CH:11]=[CH:12][C:13]=1[N+:14]([O-:16])=[O:15].[CH3:18][C:19]1[CH:25]=[CH:24][C:22]([NH2:23])=[C:21]([O:26][CH2:27][CH:28]=[C:29]([CH3:31])[CH3:30])[CH:20]=1.[NH2:32][C:33]1[S:34][CH:35]=[CH:36][N:37]=1. No catalyst specified. The product is [CH3:1][C:2]([CH3:6])=[CH:3][CH2:4][O:5][C:8]1[CH:9]=[C:10]([CH3:17])[CH:11]=[CH:12][C:13]=1[N+:14]([O-:16])=[O:15].[CH3:18][C:19]1[CH:25]=[CH:24][C:22]([NH:23][C:4]([NH:32][C:33]2[S:34][CH:35]=[CH:36][N:37]=2)=[O:5])=[C:21]([O:26][CH2:27][CH:28]=[C:29]([CH3:31])[CH3:30])[CH:20]=1. The yield is 0.720. (4) The reactants are [Mg].II.[CH2:4](Br)[CH2:5][CH2:6][CH2:7][CH2:8]/[CH:9]=[CH:10]\[CH2:11]/[CH:12]=[CH:13]\[CH2:14]/[CH:15]=[CH:16]\[CH2:17][CH2:18][CH2:19][CH2:20][CH3:21].C([O:25][CH2:26][CH3:27])=O.[OH-].[K+]. The catalyst is C(OCC)C. The product is [CH2:4]([CH:26]([CH2:27][CH2:20][CH2:19][CH2:18][CH2:17]/[CH:16]=[CH:15]\[CH2:14]/[CH:13]=[CH:12]\[CH2:11]/[CH:10]=[CH:9]\[CH2:8][CH2:7][CH2:6][CH2:5][CH3:4])[OH:25])[CH2:5][CH2:6][CH2:7][CH2:8]/[CH:9]=[CH:10]\[CH2:11]/[CH:12]=[CH:13]\[CH2:14]/[CH:15]=[CH:16]\[CH2:17][CH2:18][CH2:19][CH2:20][CH3:21]. The yield is 0.580. (5) The reactants are CCN(C(C)C)C(C)C.C1C=CC2N(O)N=NC=2C=1.CCN=C=NCCCN(C)C.[N:31]1([C:36]2[CH:37]=[CH:38][C:39]3[N:40]([CH:42]=[C:43]([C:45]([OH:47])=O)[N:44]=3)[CH:41]=2)[CH:35]=[CH:34][CH:33]=[N:32]1.Cl.[NH2:49][CH2:50][C:51]([N:53]1[CH2:58][CH2:57][CH:56]([O:59][C:60]2[CH:65]=[CH:64][CH:63]=[CH:62][C:61]=2[Cl:66])[CH2:55][CH2:54]1)=[O:52]. The catalyst is CN(C=O)C.O. The product is [Cl:66][C:61]1[CH:62]=[CH:63][CH:64]=[CH:65][C:60]=1[O:59][CH:56]1[CH2:55][CH2:54][N:53]([C:51](=[O:52])[CH2:50][NH:49][C:45]([C:43]2[N:44]=[C:39]3[CH:38]=[CH:37][C:36]([N:31]4[CH:35]=[CH:34][CH:33]=[N:32]4)=[CH:41][N:40]3[CH:42]=2)=[O:47])[CH2:58][CH2:57]1. The yield is 0.330. (6) The product is [CH:27]1([N:24]2[CH2:25][CH2:26][N:21]3[N:20]=[C:19]([NH:18][C:16]4[C:15](=[O:31])[N:14]([CH3:32])[CH:13]=[C:12]([C:11]5[CH:10]=[CH:9][N:8]=[C:7]([N:33]6[CH2:45][CH2:44][N:36]7[C:37]8[CH2:38][CH2:39][CH2:40][CH2:41][C:42]=8[CH:43]=[C:35]7[C:34]6=[O:46])[C:6]=5[CH2:5][OH:4])[CH:17]=4)[CH:30]=[C:22]3[CH2:23]2)[CH2:29][CH2:28]1. No catalyst specified. The yield is 0.200. The reactants are C([O:4][CH2:5][C:6]1[C:7]([N:33]2[CH2:45][CH2:44][N:36]3[C:37]4[CH2:38][CH2:39][CH2:40][CH2:41][C:42]=4[CH:43]=[C:35]3[C:34]2=[O:46])=[N:8][CH:9]=[CH:10][C:11]=1[C:12]1[CH:17]=[C:16]([NH:18][C:19]2[CH:30]=[C:22]3[CH2:23][N:24]([CH:27]4[CH2:29][CH2:28]4)[CH2:25][CH2:26][N:21]3[N:20]=2)[C:15](=[O:31])[N:14]([CH3:32])[CH:13]=1)(=O)C.[OH-].[Li+].